Task: Predict which catalyst facilitates the given reaction.. Dataset: Catalyst prediction with 721,799 reactions and 888 catalyst types from USPTO (1) Reactant: [F:1][C:2]1[CH:7]=[CH:6][CH:5]=[CH:4][C:3]=1[S:8]([NH:11][C:12]1[C:23]([C:24]([O:26][CH3:27])=[O:25])=[C:16]2[CH2:17][CH2:18][CH2:19][CH2:20][C:21](=O)[C:15]2=[CH:14][CH:13]=1)(=[O:10])=[O:9]. Product: [F:1][C:2]1[CH:7]=[CH:6][CH:5]=[CH:4][C:3]=1[S:8]([NH:11][C:12]1[C:23]([C:24]([O:26][CH3:27])=[O:25])=[C:16]2[CH2:17][CH2:18][CH2:19][CH2:20][CH2:21][C:15]2=[CH:14][CH:13]=1)(=[O:10])=[O:9]. The catalyst class is: 43. (2) Reactant: [C:1]([O:5][C:6]([N:8]1[CH2:13][CH2:12][N:11]2[C:14]([CH:17]3[CH2:19][CH2:18]3)=[N:15][CH:16]=[C:10]2[CH:9]1[CH2:20][CH2:21][C:22]1[CH:27]=[CH:26][C:25]([Cl:28])=[C:24]([F:29])[CH:23]=1)=[O:7])([CH3:4])([CH3:3])[CH3:2].C1C(=O)N([Cl:37])C(=O)C1. Product: [C:1]([O:5][C:6]([N:8]1[CH2:13][CH2:12][N:11]2[C:14]([CH:17]3[CH2:18][CH2:19]3)=[N:15][C:16]([Cl:37])=[C:10]2[CH:9]1[CH2:20][CH2:21][C:22]1[CH:27]=[CH:26][C:25]([Cl:28])=[C:24]([F:29])[CH:23]=1)=[O:7])([CH3:4])([CH3:2])[CH3:3]. The catalyst class is: 210.